Dataset: NCI-60 drug combinations with 297,098 pairs across 59 cell lines. Task: Regression. Given two drug SMILES strings and cell line genomic features, predict the synergy score measuring deviation from expected non-interaction effect. (1) Drug 1: CCN(CC)CCCC(C)NC1=C2C=C(C=CC2=NC3=C1C=CC(=C3)Cl)OC. Drug 2: C(CCl)NC(=O)N(CCCl)N=O. Cell line: 786-0. Synergy scores: CSS=23.3, Synergy_ZIP=-10.1, Synergy_Bliss=0.573, Synergy_Loewe=-2.59, Synergy_HSA=1.33. (2) Drug 1: C1=CN(C=N1)CC(O)(P(=O)(O)O)P(=O)(O)O. Drug 2: C1C(C(OC1N2C=NC(=NC2=O)N)CO)O. Cell line: HOP-62. Synergy scores: CSS=14.1, Synergy_ZIP=-2.09, Synergy_Bliss=5.87, Synergy_Loewe=3.87, Synergy_HSA=3.35. (3) Drug 1: CC1=C2C(C(=O)C3(C(CC4C(C3C(C(C2(C)C)(CC1OC(=O)C(C(C5=CC=CC=C5)NC(=O)OC(C)(C)C)O)O)OC(=O)C6=CC=CC=C6)(CO4)OC(=O)C)OC)C)OC. Drug 2: C1CCC(C(C1)N)N.C(=O)(C(=O)[O-])[O-].[Pt+4]. Cell line: M14. Synergy scores: CSS=40.3, Synergy_ZIP=0.648, Synergy_Bliss=-2.13, Synergy_Loewe=-28.4, Synergy_HSA=-1.82. (4) Drug 1: C1=CC(=CC=C1CCCC(=O)O)N(CCCl)CCCl. Drug 2: CC=C1C(=O)NC(C(=O)OC2CC(=O)NC(C(=O)NC(CSSCCC=C2)C(=O)N1)C(C)C)C(C)C. Cell line: SNB-75. Synergy scores: CSS=58.8, Synergy_ZIP=6.25, Synergy_Bliss=8.51, Synergy_Loewe=-9.83, Synergy_HSA=11.3. (5) Drug 1: CC1=C(C=C(C=C1)NC2=NC=CC(=N2)N(C)C3=CC4=NN(C(=C4C=C3)C)C)S(=O)(=O)N.Cl. Drug 2: CCCS(=O)(=O)NC1=C(C(=C(C=C1)F)C(=O)C2=CNC3=C2C=C(C=N3)C4=CC=C(C=C4)Cl)F. Cell line: SF-539. Synergy scores: CSS=21.1, Synergy_ZIP=6.01, Synergy_Bliss=10.2, Synergy_Loewe=12.1, Synergy_HSA=12.5. (6) Drug 1: CN1C2=C(C=C(C=C2)N(CCCl)CCCl)N=C1CCCC(=O)O.Cl. Drug 2: C1=NC2=C(N1)C(=S)N=CN2. Cell line: SNB-19. Synergy scores: CSS=8.41, Synergy_ZIP=-4.26, Synergy_Bliss=-0.653, Synergy_Loewe=-16.7, Synergy_HSA=-2.73.